This data is from Reaction yield outcomes from USPTO patents with 853,638 reactions. The task is: Predict the reaction yield, written as a fraction of the theoretical maximum amount of product (1.0 means a 100% yield; for example, 0.34 means a 34% yield). (1) The reactants are [Br:1][C:2]1[CH:21]=[CH:20][C:5]([CH2:6][NH:7][C:8](=[O:19])[C:9]2[CH:14]=[C:13]([CH3:15])[C:12]([F:16])=[CH:11][C:10]=2[O:17]C)=[C:4]([F:22])[CH:3]=1.Br.[Na+].[Cl-].C(OCC)(=O)C. The catalyst is C(O)(=O)C. The product is [Br:1][C:2]1[CH:21]=[CH:20][C:5]([CH2:6][NH:7][C:8](=[O:19])[C:9]2[CH:14]=[C:13]([CH3:15])[C:12]([F:16])=[CH:11][C:10]=2[OH:17])=[C:4]([F:22])[CH:3]=1. The yield is 0.730. (2) The reactants are Cl[C:2]1[CH:7]=[CH:6][C:5]([N+:8]([O-:10])=[O:9])=[CH:4][N:3]=1.Cl.[CH2:12]1[C@H:17]2[CH2:18][NH:19][CH2:20][CH2:21][N:16]2[CH2:15][CH2:14][O:13]1.C(=O)([O-])[O-].[K+].[K+]. The catalyst is C(#N)C. The product is [N+:8]([C:5]1[CH:6]=[CH:7][C:2]([N:19]2[CH2:20][CH2:21][N:16]3[C@@H:17]([CH2:12][O:13][CH2:14][CH2:15]3)[CH2:18]2)=[N:3][CH:4]=1)([O-:10])=[O:9]. The yield is 0.730. (3) The catalyst is C(OCC)(=O)C. The yield is 0.800. The product is [CH3:39][C:37]1[N:38]=[C:12]2[N:11]([CH:8]3[CH2:7][CH2:6][C:5](=[O:4])[CH2:10][CH2:9]3)[C:16](=[O:17])[C:15]([CH2:18][C:19]3[CH:20]=[CH:21][C:22]([C:25]4[C:26]([C:31]#[N:32])=[CH:27][CH:28]=[CH:29][CH:30]=4)=[CH:23][CH:24]=3)=[C:14]([CH2:33][CH2:34][CH3:35])[N:13]2[N:36]=1. The reactants are O1[C:5]2([CH2:10][CH2:9][CH:8]([N:11]3[C:16](=[O:17])[C:15]([CH2:18][C:19]4[CH:24]=[CH:23][C:22]([C:25]5[C:26]([C:31]#[N:32])=[CH:27][CH:28]=[CH:29][CH:30]=5)=[CH:21][CH:20]=4)=[C:14]([CH2:33][CH2:34][CH3:35])[N:13]4[N:36]=[C:37]([CH3:39])[N:38]=[C:12]34)[CH2:7][CH2:6]2)[O:4]CC1.Cl.O1CCCC1. (4) The reactants are F[C:2]1[CH:3]=[C:4]([CH:9]=[CH:10][C:11]=1[N+:12]([O-:14])=[O:13])[C:5]([O:7][CH3:8])=[O:6].[C:15]([NH:22][CH2:23][CH2:24][CH2:25][NH2:26])([O:17][C:18]([CH3:21])([CH3:20])[CH3:19])=[O:16].C(=O)([O-])[O-].[K+].[K+]. The catalyst is C(#N)C. The product is [C:18]([O:17][C:15]([NH:22][CH2:23][CH2:24][CH2:25][NH:26][C:2]1[CH:3]=[C:4]([CH:9]=[CH:10][C:11]=1[N+:12]([O-:14])=[O:13])[C:5]([O:7][CH3:8])=[O:6])=[O:16])([CH3:21])([CH3:20])[CH3:19]. The yield is 0.990. (5) The reactants are Cl[C:2]1[C:11]2[CH2:10][CH2:9][CH2:8][CH2:7][C:6]=2[N:5]=[C:4]([NH2:12])[N:3]=1.C(N(CC)CC)C.CN(C)C=O.[CH2:25]([O:27][CH2:28][CH2:29][NH2:30])[CH3:26]. The catalyst is O. The product is [NH2:12][C:4]1[N:3]=[C:2]([NH:30][CH2:29][CH2:28][O:27][CH2:25][CH3:26])[C:11]2[CH2:10][CH2:9][CH2:8][CH2:7][C:6]=2[N:5]=1. The yield is 0.324. (6) The reactants are [OH:1][C:2]1[CH:3]=[CH:4][C:5]2[S:10][C:9]([C:11]3[CH:16]=[CH:15][CH:14]=[CH:13][N:12]=3)=[N:8][C:7](=[O:17])[C:6]=2[CH:18]=1.Br[CH2:20][CH2:21][CH2:22][CH3:23].C(=O)([O-])[O-].[K+].[K+].CN(C=O)C. The catalyst is O. The product is [CH2:20]([O:1][C:2]1[CH:3]=[CH:4][C:5]2[S:10][C:9]([C:11]3[CH:16]=[CH:15][CH:14]=[CH:13][N:12]=3)=[N:8][C:7](=[O:17])[C:6]=2[CH:18]=1)[CH2:21][CH2:22][CH3:23]. The yield is 0.830. (7) The reactants are [OH-].[Na+].C1(C)C=CC=CC=1.Br[CH2:11][CH2:12][O:13][C:14]1[CH:15]=[C:16]([CH:19]=[CH:20][C:21]=1[F:22])[CH:17]=[O:18].O. The catalyst is S([O-])(O)(=O)=O.C([N+](CCCC)(CCCC)CCCC)CCC.C(OCC)(=O)C. The product is [F:22][C:21]1[CH:20]=[CH:19][C:16]([CH:17]=[O:18])=[CH:15][C:14]=1[O:13][CH:12]=[CH2:11]. The yield is 0.490. (8) The product is [CH3:19][C:14]1([CH3:20])[C:15]([CH3:18])([CH3:17])[O:16][B:12]([C:2]2[CH:7]=[CH:6][C:5]([C:8]([OH:11])([CH3:10])[CH3:9])=[CH:4][CH:3]=2)[O:13]1. The yield is 0.700. The reactants are Br[C:2]1[CH:7]=[CH:6][C:5]([C:8]([OH:11])([CH3:10])[CH3:9])=[CH:4][CH:3]=1.[B:12]1([B:12]2[O:16][C:15]([CH3:18])([CH3:17])[C:14]([CH3:20])([CH3:19])[O:13]2)[O:16][C:15]([CH3:18])([CH3:17])[C:14]([CH3:20])([CH3:19])[O:13]1.C([O-])(=O)C.[K+].ClCCl. The catalyst is CS(C)=O. (9) The reactants are [Cl:1][C:2]1[CH:3]=[CH:4][C:5]([C@@:8]([NH:30][C:31](=[O:42])[CH:32]=[C:33]([C:38]([F:41])([F:40])[F:39])[C:34]([F:37])([F:36])[F:35])([C:16]2[CH:21]=[C:20]([O:22][C:23]([F:28])([F:27])[CH:24]([F:26])[F:25])[CH:19]=[C:18]([F:29])[CH:17]=2)[CH2:9][C:10]2[CH:15]=[CH:14][CH:13]=[CH:12][CH:11]=2)=[N:6][CH:7]=1.C1(C2C=C[N+]([O-:55])=CC=2)C=CC=CC=1.[O-]Cl.[Na+]. The catalyst is C(#N)C. The product is [Cl:1][C:2]1[CH:3]=[CH:4][C:5]([C@@:8]([NH:30][C:31]([CH:32]2[C:33]([C:38]([F:39])([F:41])[F:40])([C:34]([F:35])([F:36])[F:37])[O:55]2)=[O:42])([C:16]2[CH:21]=[C:20]([O:22][C:23]([F:27])([F:28])[CH:24]([F:26])[F:25])[CH:19]=[C:18]([F:29])[CH:17]=2)[CH2:9][C:10]2[CH:11]=[CH:12][CH:13]=[CH:14][CH:15]=2)=[N:6][CH:7]=1. The yield is 0.920. (10) The reactants are [O:1]([C:8]1[C:9]([NH:21][C:22]2[S:26][N:25]=[C:24]([CH:27]3[CH2:32][CH2:31][NH:30][CH2:29][CH2:28]3)[N:23]=2)=[N:10][CH:11]=[C:12]([S:14][C:15]2[CH:20]=[CH:19][CH:18]=[CH:17][N:16]=2)[CH:13]=1)[C:2]1[CH:7]=[CH:6][CH:5]=[CH:4][CH:3]=1.[OH:33][C@@H:34]([CH3:38])[C:35](O)=[O:36].Cl.C(N=C=NCCCN(C)C)C.C(N(CC)CC)C. The catalyst is CN(C)C1C=CN=CC=1.C(Cl)Cl.O. The product is [OH:33][C@H:34]([CH3:38])[C:35]([N:30]1[CH2:31][CH2:32][CH:27]([C:24]2[N:23]=[C:22]([NH:21][C:9]3[C:8]([O:1][C:2]4[CH:7]=[CH:6][CH:5]=[CH:4][CH:3]=4)=[CH:13][C:12]([S:14][C:15]4[CH:20]=[CH:19][CH:18]=[CH:17][N:16]=4)=[CH:11][N:10]=3)[S:26][N:25]=2)[CH2:28][CH2:29]1)=[O:36]. The yield is 0.270.